From a dataset of Cav3 T-type calcium channel HTS with 100,875 compounds. Binary Classification. Given a drug SMILES string, predict its activity (active/inactive) in a high-throughput screening assay against a specified biological target. (1) The molecule is O=C1CC(CC(=O)/C1=C(\NCC1CCNCC1)C)(C)C. The result is 0 (inactive). (2) The drug is S1(=O)(=O)CC(N(Cc2ccc(cc2)C(C)C)C(=O)C2Oc3c(OC2)cccc3)CC1. The result is 1 (active). (3) The drug is S(C1CC(=O)N(C1=O)c1ccc(OC)cc1)c1nc(ccn1)C. The result is 0 (inactive). (4) The molecule is s1c(n2[nH]c(c(c2=O)C(/O)=C/C(=O)C)C)nc(c2ccc(OC)cc2)c1. The result is 0 (inactive). (5) The molecule is O1c2c(OCC1)ccc(NC(=O)COC(=O)c1cc[n+]([O-])cc1)c2. The result is 0 (inactive). (6) The drug is S(=O)(=O)(N1CCC(CC1)C)c1cc(c(F)cc1)C(O)=O. The result is 0 (inactive).